From a dataset of Reaction yield outcomes from USPTO patents with 853,638 reactions. Predict the reaction yield, written as a fraction of the theoretical maximum amount of product (1.0 means a 100% yield; for example, 0.34 means a 34% yield). The reactants are [C@H:1]1([NH:10][C:11]2[CH:20]=[CH:19][C:18]3[C:17]([NH2:21])=[CH:16][CH:15]=[CH:14][C:13]=3[N:12]=2)[C:9]2[C:4](=[CH:5][CH:6]=[CH:7][CH:8]=2)[CH2:3][CH2:2]1.C(N(CC)CC)C.ClC(Cl)(O[C:33](=[O:39])OC(Cl)(Cl)Cl)Cl.[CH3:41][N:42]1[CH2:47][CH2:46][NH:45][CH2:44][CH2:43]1. The catalyst is C1COCC1. The product is [C@H:1]1([NH:10][C:11]2[CH:20]=[CH:19][C:18]3[C:13](=[CH:14][CH:15]=[CH:16][C:17]=3[NH:21][C:33]([N:45]3[CH2:46][CH2:47][N:42]([CH3:41])[CH2:43][CH2:44]3)=[O:39])[N:12]=2)[C:9]2[C:4](=[CH:5][CH:6]=[CH:7][CH:8]=2)[CH2:3][CH2:2]1. The yield is 0.150.